This data is from Forward reaction prediction with 1.9M reactions from USPTO patents (1976-2016). The task is: Predict the product of the given reaction. (1) Given the reactants [CH:1]1([NH:6][C:7]2[CH:12]=[CH:11][C:10]([C@H:13]3[C@@H:18]([C:19](O)=[O:20])[CH2:17][CH2:16][CH2:15][N:14]3[C:22](=[O:31])[C:23]3[C:28]([CH3:29])=[CH:27][CH:26]=[CH:25][C:24]=3[F:30])=[CH:9][CH:8]=2)[CH2:5][CH2:4][CH2:3][CH2:2]1.[CH3:32][C:33]1[CH:39]=[CH:38][C:36]([NH2:37])=[CH:35][C:34]=1[C:40]([F:43])([F:42])[F:41].C(N(CC)C(C)C)(C)C.CS(Cl)(=O)=O.C(OC(C)C)(=O)C, predict the reaction product. The product is: [CH:1]1([NH:6][C:7]2[CH:8]=[CH:9][C:10]([C@H:13]3[C@@H:18]([C:19]([NH:37][C:36]4[CH:38]=[CH:39][C:33]([CH3:32])=[C:34]([C:40]([F:41])([F:42])[F:43])[CH:35]=4)=[O:20])[CH2:17][CH2:16][CH2:15][N:14]3[C:22](=[O:31])[C:23]3[C:28]([CH3:29])=[CH:27][CH:26]=[CH:25][C:24]=3[F:30])=[CH:11][CH:12]=2)[CH2:2][CH2:3][CH2:4][CH2:5]1. (2) Given the reactants C([O:3][C:4]([C:6]1[N:11]=[CH:10][C:9]([O:12][Si](C(C)C)(C(C)C)C(C)C)=[CH:8][N:7]=1)=[CH2:5])C.[Br:23]N1C(=O)CCC1=O, predict the reaction product. The product is: [Br:23][CH2:3][C:4]([C:6]1[N:11]=[CH:10][C:9]([OH:12])=[CH:8][N:7]=1)=[O:5]. (3) Given the reactants [CH2:1]([O:19][C:20]1[CH:21]=[C:22]([CH2:45][CH2:46][OH:47])[CH:23]=[C:24]([O:26][CH2:27][CH2:28][CH2:29][CH2:30][CH2:31][CH2:32][CH2:33][CH2:34]/[CH:35]=[CH:36]\[CH2:37]/[CH:38]=[CH:39]\[CH2:40][CH2:41][CH2:42][CH2:43][CH3:44])[CH:25]=1)[CH2:2][CH2:3][CH2:4][CH2:5][CH2:6][CH2:7][CH2:8]/[CH:9]=[CH:10]\[CH2:11]/[CH:12]=[CH:13]\[CH2:14][CH2:15][CH2:16][CH2:17][CH3:18].CC(OI1(OC(C)=O)(OC(C)=O)OC(=O)C2C=CC=CC1=2)=O, predict the reaction product. The product is: [CH2:1]([O:19][C:20]1[CH:21]=[C:22]([CH2:45][CH:46]=[O:47])[CH:23]=[C:24]([O:26][CH2:27][CH2:28][CH2:29][CH2:30][CH2:31][CH2:32][CH2:33][CH2:34]/[CH:35]=[CH:36]\[CH2:37]/[CH:38]=[CH:39]\[CH2:40][CH2:41][CH2:42][CH2:43][CH3:44])[CH:25]=1)[CH2:2][CH2:3][CH2:4][CH2:5][CH2:6][CH2:7][CH2:8]/[CH:9]=[CH:10]\[CH2:11]/[CH:12]=[CH:13]\[CH2:14][CH2:15][CH2:16][CH2:17][CH3:18].